Dataset: Reaction yield outcomes from USPTO patents with 853,638 reactions. Task: Predict the reaction yield, written as a fraction of the theoretical maximum amount of product (1.0 means a 100% yield; for example, 0.34 means a 34% yield). The product is [CH2:1]([NH:3][CH2:4][CH2:5][N:6]1[CH2:12][CH2:11][CH2:10][C:9]2[NH:13][C:14](/[CH:17]=[C:24]3\[C:25](=[O:30])[NH:26][C:27]4[C:23]\3=[CH:22][C:21]([F:20])=[CH:29][CH:28]=4)=[C:15]([CH3:16])[C:8]=2[C:7]1=[O:19])[CH3:2]. The catalyst is C(O)C. The yield is 0.760. The reactants are [CH2:1]([NH:3][CH2:4][CH2:5][N:6]1[CH2:12][CH2:11][CH2:10][C:9]2[NH:13][C:14]([CH:17]=O)=[C:15]([CH3:16])[C:8]=2[C:7]1=[O:19])[CH3:2].[F:20][C:21]1[CH:22]=[C:23]2[C:27](=[CH:28][CH:29]=1)[NH:26][C:25](=[O:30])[CH2:24]2.N1CCCCC1.